From a dataset of Drug-target binding data from BindingDB using IC50 measurements. Regression. Given a target protein amino acid sequence and a drug SMILES string, predict the binding affinity score between them. We predict pIC50 (pIC50 = -log10(IC50 in M); higher means more potent). Dataset: bindingdb_ic50. The small molecule is Cc1cc(N2C(=O)c3nn(C4CNC4)c(C)c3C2c2ccc(Cl)cc2)cn2c(C)nnc12. The target protein (Q15059) has sequence MSTATTVAPAGIPATPGPVNPPPPEVSNPSKPGRKTNQLQYMQNVVVKTLWKHQFAWPFYQPVDAIKLNLPDYHKIIKNPMDMGTIKKRLENNYYWSASECMQDFNTMFTNCYIYNKPTDDIVLMAQALEKIFLQKVAQMPQEEVELLPPAPKGKGRKPAAGAQSAGTQQVAAVSSVSPATPFQSVPPTVSQTPVIAATPVPTITANVTSVPVPPAAAPPPPATPIVPVVPPTPPVVKKKGVKRKADTTTPTTSAITASRSESPPPLSDPKQAKVVARRESGGRPIKPPKKDLEDGEVPQHAGKKGKLSEHLRYCDSILREMLSKKHAAYAWPFYKPVDAEALELHDYHDIIKHPMDLSTVKRKMDGREYPDAQGFAADVRLMFSNCYKYNPPDHEVVAMARKLQDVFEMRFAKMPDEPVEAPALPAPAAPMVSKGAESSRSSEESSSDSGSSDSEEERATRLAELQEQLKAVHEQLAALSQAPVNKPKKKKEKKEKEKK.... The pIC50 is 7.0.